From a dataset of NCI-60 drug combinations with 297,098 pairs across 59 cell lines. Regression. Given two drug SMILES strings and cell line genomic features, predict the synergy score measuring deviation from expected non-interaction effect. (1) Drug 1: CC=C1C(=O)NC(C(=O)OC2CC(=O)NC(C(=O)NC(CSSCCC=C2)C(=O)N1)C(C)C)C(C)C. Drug 2: N.N.Cl[Pt+2]Cl. Cell line: SN12C. Synergy scores: CSS=77.8, Synergy_ZIP=4.15, Synergy_Bliss=6.74, Synergy_Loewe=-1.74, Synergy_HSA=2.68. (2) Drug 1: C1CCC(C1)C(CC#N)N2C=C(C=N2)C3=C4C=CNC4=NC=N3. Drug 2: COC1=CC(=CC(=C1O)OC)C2C3C(COC3=O)C(C4=CC5=C(C=C24)OCO5)OC6C(C(C7C(O6)COC(O7)C8=CC=CS8)O)O. Cell line: MDA-MB-435. Synergy scores: CSS=-2.86, Synergy_ZIP=-0.0811, Synergy_Bliss=-0.0556, Synergy_Loewe=-17.4, Synergy_HSA=-5.93. (3) Drug 1: COC1=C(C=C2C(=C1)N=CN=C2NC3=CC(=C(C=C3)F)Cl)OCCCN4CCOCC4. Drug 2: CCN(CC)CCCC(C)NC1=C2C=C(C=CC2=NC3=C1C=CC(=C3)Cl)OC. Cell line: SNB-19. Synergy scores: CSS=42.3, Synergy_ZIP=9.85, Synergy_Bliss=14.7, Synergy_Loewe=15.4, Synergy_HSA=15.5. (4) Drug 1: COC1=NC(=NC2=C1N=CN2C3C(C(C(O3)CO)O)O)N. Drug 2: COC1=C2C(=CC3=C1OC=C3)C=CC(=O)O2. Cell line: DU-145. Synergy scores: CSS=0.104, Synergy_ZIP=0.840, Synergy_Bliss=1.51, Synergy_Loewe=-1.80, Synergy_HSA=-2.05. (5) Synergy scores: CSS=42.3, Synergy_ZIP=3.46, Synergy_Bliss=5.13, Synergy_Loewe=5.40, Synergy_HSA=4.95. Drug 1: CC12CCC3C(C1CCC2=O)CC(=C)C4=CC(=O)C=CC34C. Cell line: HOP-92. Drug 2: CC1C(C(=O)NC(C(=O)N2CCCC2C(=O)N(CC(=O)N(C(C(=O)O1)C(C)C)C)C)C(C)C)NC(=O)C3=C4C(=C(C=C3)C)OC5=C(C(=O)C(=C(C5=N4)C(=O)NC6C(OC(=O)C(N(C(=O)CN(C(=O)C7CCCN7C(=O)C(NC6=O)C(C)C)C)C)C(C)C)C)N)C.